This data is from Full USPTO retrosynthesis dataset with 1.9M reactions from patents (1976-2016). The task is: Predict the reactants needed to synthesize the given product. (1) Given the product [F:1][C:2]1[CH:3]=[C:4]([N:12]2[CH2:16][C@H:15]([CH2:17][N:18]3[CH:22]=[CH:21][N:20]=[N:19]3)[O:14][C:13]2=[O:23])[CH:5]=[CH:6][C:7]=1[C:25]1[CH:26]=[N:27][C:28]([C:31]2[CH2:35][CH:34]([CH2:36][OH:37])[O:33][N:32]=2)=[N:29][CH:30]=1, predict the reactants needed to synthesize it. The reactants are: [F:1][C:2]1[CH:3]=[C:4]([N:12]2[CH2:16][C@H:15]([CH2:17][N:18]3[CH:22]=[CH:21][N:20]=[N:19]3)[O:14][C:13]2=[O:23])[CH:5]=[CH:6][C:7]=1[Sn](C)(C)C.Br[C:25]1[CH:26]=[N:27][C:28]([C:31]2[CH2:35][CH:34]([CH2:36][OH:37])[O:33][N:32]=2)=[N:29][CH:30]=1.O1C=CC=C1P(C1OC=CC=1)C1OC=CC=1. (2) Given the product [Br:1][C:2]1[CH:3]=[C:4]([C:9]2[N:13]([C:14]3[CH:15]=[N:16][CH:17]=[CH:18][CH:19]=3)[N:12]=[C:11]([C:20]([N:44]3[CH2:49][CH2:48][NH:47][C:46](=[O:50])[CH2:45]3)=[O:22])[CH:10]=2)[CH:5]=[C:6]([F:8])[CH:7]=1, predict the reactants needed to synthesize it. The reactants are: [Br:1][C:2]1[CH:3]=[C:4]([C:9]2[N:13]([C:14]3[CH:15]=[N:16][CH:17]=[CH:18][CH:19]=3)[N:12]=[C:11]([C:20]([OH:22])=O)[CH:10]=2)[CH:5]=[C:6]([F:8])[CH:7]=1.ClC1C=C(C2N(C3C=NC=CC=3)N=C(C([N:44]3[CH2:49][CH2:48][NH:47][C:46](=[O:50])[CH2:45]3)=O)C=2)C=C(F)C=1.O=C1CNCCN1. (3) Given the product [CH3:1][O:2][C:3]1[CH:4]=[CH:5][CH:6]=[C:7]2[C:11]=1[CH:10]([NH:12][C:13]1[C:18]([CH2:19][OH:20])=[CH:17][N:16]=[C:15]([S:22][CH3:23])[N:14]=1)[CH2:9][CH2:8]2, predict the reactants needed to synthesize it. The reactants are: [CH3:1][O:2][C:3]1[CH:4]=[CH:5][CH:6]=[C:7]2[C:11]=1[CH:10]([NH:12][C:13]1[C:18]([C:19]([O-])=[O:20])=[CH:17][N:16]=[C:15]([S:22][CH3:23])[N:14]=1)[CH2:9][CH2:8]2.[H-].[Al+3].[Li+].[H-].[H-].[H-]. (4) Given the product [CH3:29][O:30][CH2:16][CH2:17][S:18]([OH:20])(=[O:5])=[O:19].[F:1][C:2]([F:13])([F:14])[C:3]([C:6]1[CH:11]=[CH:10][C:9]([CH3:12])=[CH:8][CH:7]=1)=[N:4][OH:5], predict the reactants needed to synthesize it. The reactants are: [F:1][C:2]([F:14])([F:13])[C:3]([C:6]1[CH:11]=[CH:10][C:9]([CH3:12])=[CH:8][CH:7]=1)=[N:4][OH:5].Cl[CH2:16][CH2:17][S:18](Cl)(=[O:20])=[O:19].C(N(CC)CC)C.[CH3:29][OH:30]. (5) Given the product [NH2:1][C:2]1[C:3]([Cl:15])=[CH:4][C:5]([CH2:10][CH2:11][CH2:12][CH2:13][OH:14])=[C:6]([CH:9]=1)[C:7]#[N:8], predict the reactants needed to synthesize it. The reactants are: [NH2:1][C:2]1[C:3]([Cl:15])=[CH:4][C:5]([CH2:10][CH2:11][CH2:12][CH:13]=[O:14])=[C:6]([CH:9]=1)[C:7]#[N:8].C1COCC1.[BH4-].[Na+].